From a dataset of Reaction yield outcomes from USPTO patents with 853,638 reactions. Predict the reaction yield, written as a fraction of the theoretical maximum amount of product (1.0 means a 100% yield; for example, 0.34 means a 34% yield). The reactants are [Cl-].O[NH3+:3].[C:4](=[O:7])([O-])[OH:5].[Na+].CS(C)=O.[O:13]1[C:17]2[CH:18]=[CH:19][C:20]([N:22]3[C:27](=[O:28])[C:26]([CH2:29][C:30]4[CH:35]=[CH:34][C:33]([C:36]5[C:37]([C:42]#[N:43])=[CH:38][CH:39]=[CH:40][CH:41]=5)=[CH:32][CH:31]=4)=[C:25]([CH2:44][CH2:45][CH3:46])[N:24]=[C:23]3[CH3:47])=[CH:21][C:16]=2[CH2:15][CH2:14]1. The catalyst is O.C(OCC)(=O)C. The product is [O:13]1[C:17]2[CH:18]=[CH:19][C:20]([N:22]3[C:27](=[O:28])[C:26]([CH2:29][C:30]4[CH:35]=[CH:34][C:33]([C:36]5[CH:41]=[CH:40][CH:39]=[CH:38][C:37]=5[C:42]5[NH:3][C:4](=[O:7])[O:5][N:43]=5)=[CH:32][CH:31]=4)=[C:25]([CH2:44][CH2:45][CH3:46])[N:24]=[C:23]3[CH3:47])=[CH:21][C:16]=2[CH2:15][CH2:14]1. The yield is 0.630.